This data is from Full USPTO retrosynthesis dataset with 1.9M reactions from patents (1976-2016). The task is: Predict the reactants needed to synthesize the given product. (1) The reactants are: [CH:1]([C:4]1[CH:9]=[CH:8][C:7]([CH:10]([C:14]2([CH3:19])OCC[O:15]2)[C:11]([NH2:13])=[O:12])=[CH:6][CH:5]=1)([CH3:3])[CH3:2].C1(C)C=CC(S(O)(=O)=O)=CC=1. Given the product [CH:1]([C:4]1[CH:9]=[CH:8][C:7]([CH:10]([C:14](=[O:15])[CH3:19])[C:11]([NH2:13])=[O:12])=[CH:6][CH:5]=1)([CH3:3])[CH3:2], predict the reactants needed to synthesize it. (2) Given the product [CH:1]12[CH2:7][CH:4]([CH2:5][CH2:6]1)[CH2:3][CH:2]2[CH2:8][NH:9][C:44](=[O:45])[C:43]1[CH:47]=[CH:48][CH:49]=[N:50][C:42]=1[SH:41], predict the reactants needed to synthesize it. The reactants are: [CH:1]12[CH2:7][CH:4]([CH2:5][CH2:6]1)[CH2:3][CH:2]2[CH2:8][NH2:9].CN(C(ON1N=NC2C=CC=NC1=2)=[N+](C)C)C.F[P-](F)(F)(F)(F)F.CCN(CC)CC.[SH:41][C:42]1[N:50]=[CH:49][CH:48]=[CH:47][C:43]=1[C:44](O)=[O:45]. (3) The reactants are: [CH2:1]([O:3][C:4]([CH:6]1[N:11](CC2C=CC(OC)=CC=2OC)[CH2:10][C:9]2[N:23]=[C:24]([C:26]3[CH:31]=[CH:30][C:29]([C:32]([CH3:35])([CH3:34])[CH3:33])=[CH:28][CH:27]=3)[S:25][C:8]=2[C:7]1=[O:36])=[O:5])[CH3:2].S(Cl)(Cl)=O. Given the product [CH2:1]([O:3][C:4]([C:6]1[N:11]=[CH:10][C:9]2[N:23]=[C:24]([C:26]3[CH:27]=[CH:28][C:29]([C:32]([CH3:35])([CH3:34])[CH3:33])=[CH:30][CH:31]=3)[S:25][C:8]=2[C:7]=1[OH:36])=[O:5])[CH3:2], predict the reactants needed to synthesize it. (4) Given the product [CH2:1]([O:3][C:4]([C@@H:6]1[C@H:8]([C:9]2[CH:14]=[CH:13][CH:12]=[CH:11][CH:10]=2)[C@H:7]1[C:15]1[CH:16]=[CH:17][C:18]([NH:21][S:25]([CH:22]2[CH2:24][CH2:23]2)(=[O:27])=[O:26])=[CH:19][CH:20]=1)=[O:5])[CH3:2], predict the reactants needed to synthesize it. The reactants are: [CH2:1]([O:3][C:4]([C@@H:6]1[C@H:8]([C:9]2[CH:14]=[CH:13][CH:12]=[CH:11][CH:10]=2)[C@H:7]1[C:15]1[CH:20]=[CH:19][C:18]([NH2:21])=[CH:17][CH:16]=1)=[O:5])[CH3:2].[CH:22]1([S:25](Cl)(=[O:27])=[O:26])[CH2:24][CH2:23]1.C(N(CC)CC)C. (5) Given the product [Cl:1][C:2]1[CH:27]=[C:26]([Cl:28])[CH:25]=[CH:24][C:3]=1[O:4][C:5]1[CH:10]=[CH:9][CH:8]=[CH:7][C:6]=1[NH:11][S:12]([C:15]1[CH:23]=[CH:22][C:18]([C:19]([N:37]2[CH2:38][CH2:39][N:34]([CH2:33][CH2:32][CH2:31][N:30]([CH3:29])[CH3:40])[CH2:35][CH2:36]2)=[O:21])=[CH:17][CH:16]=1)(=[O:13])=[O:14], predict the reactants needed to synthesize it. The reactants are: [Cl:1][C:2]1[CH:27]=[C:26]([Cl:28])[CH:25]=[CH:24][C:3]=1[O:4][C:5]1[CH:10]=[CH:9][CH:8]=[CH:7][C:6]=1[NH:11][S:12]([C:15]1[CH:23]=[CH:22][C:18]([C:19]([OH:21])=O)=[CH:17][CH:16]=1)(=[O:14])=[O:13].[CH3:29][N:30]([CH3:40])[CH2:31][CH2:32][CH2:33][N:34]1[CH2:39][CH2:38][NH:37][CH2:36][CH2:35]1. (6) Given the product [O:11]=[C:6]1[N:5]([CH2:4][C:3]([OH:12])=[O:2])[CH2:10][CH2:9][CH2:8][O:7]1, predict the reactants needed to synthesize it. The reactants are: C[O:2][C:3](=[O:12])[CH2:4][N:5]1[CH2:10][CH2:9][CH2:8][O:7][C:6]1=[O:11].[OH-].[Na+]. (7) Given the product [OH:1][N:2]=[C:3]([C:4]1[C:9]([NH:10][CH2:11][C:12]2[CH:17]=[CH:16][C:15]([O:18][CH3:19])=[CH:14][CH:13]=2)=[N:8][CH:7]=[CH:6][N:5]=1)[NH:29][C:25]1[CH:26]=[CH:27][CH:28]=[C:23]([C:22]([F:21])([F:30])[F:31])[CH:24]=1, predict the reactants needed to synthesize it. The reactants are: [OH:1][N:2]=[C:3](Cl)[C:4]1[C:9]([NH:10][CH2:11][C:12]2[CH:17]=[CH:16][C:15]([O:18][CH3:19])=[CH:14][CH:13]=2)=[N:8][CH:7]=[CH:6][N:5]=1.[F:21][C:22]([F:31])([F:30])[C:23]1[CH:24]=[C:25]([NH2:29])[CH:26]=[CH:27][CH:28]=1.C(N(CC)C(C)C)(C)C. (8) Given the product [CH3:1][O:2][C:3]1[N:8]=[N:7][C:6]([CH:9]([CH:11]2[CH2:16][CH2:15][CH2:14][NH:13][CH2:12]2)[OH:10])=[CH:5][CH:4]=1, predict the reactants needed to synthesize it. The reactants are: [CH3:1][O:2][C:3]1[N:8]=[N:7][C:6]([C:9]([C:11]2[CH:12]=[N:13][CH:14]=[CH:15][CH:16]=2)=[O:10])=[CH:5][CH:4]=1.[H][H].